From a dataset of NCI-60 drug combinations with 297,098 pairs across 59 cell lines. Regression. Given two drug SMILES strings and cell line genomic features, predict the synergy score measuring deviation from expected non-interaction effect. (1) Drug 1: CNC(=O)C1=CC=CC=C1SC2=CC3=C(C=C2)C(=NN3)C=CC4=CC=CC=N4. Drug 2: B(C(CC(C)C)NC(=O)C(CC1=CC=CC=C1)NC(=O)C2=NC=CN=C2)(O)O. Cell line: OVCAR-4. Synergy scores: CSS=2.23, Synergy_ZIP=-0.518, Synergy_Bliss=-1.09, Synergy_Loewe=-1.01, Synergy_HSA=-1.79. (2) Synergy scores: CSS=49.4, Synergy_ZIP=-3.37, Synergy_Bliss=-3.98, Synergy_Loewe=1.46, Synergy_HSA=3.28. Cell line: MCF7. Drug 1: COC1=CC(=CC(=C1O)OC)C2C3C(COC3=O)C(C4=CC5=C(C=C24)OCO5)OC6C(C(C7C(O6)COC(O7)C8=CC=CS8)O)O. Drug 2: CC1=C2C(C(=O)C3(C(CC4C(C3C(C(C2(C)C)(CC1OC(=O)C(C(C5=CC=CC=C5)NC(=O)C6=CC=CC=C6)O)O)OC(=O)C7=CC=CC=C7)(CO4)OC(=O)C)O)C)OC(=O)C. (3) Drug 1: CCC(=C(C1=CC=CC=C1)C2=CC=C(C=C2)OCCN(C)C)C3=CC=CC=C3.C(C(=O)O)C(CC(=O)O)(C(=O)O)O. Drug 2: C(CCl)NC(=O)N(CCCl)N=O. Cell line: SK-MEL-28. Synergy scores: CSS=14.1, Synergy_ZIP=-2.55, Synergy_Bliss=4.09, Synergy_Loewe=2.82, Synergy_HSA=5.16. (4) Drug 1: C1C(C(OC1N2C=NC3=C(N=C(N=C32)Cl)N)CO)O. Drug 2: C1C(C(OC1N2C=NC(=NC2=O)N)CO)O. Cell line: OVCAR3. Synergy scores: CSS=11.3, Synergy_ZIP=2.23, Synergy_Bliss=5.72, Synergy_Loewe=11.0, Synergy_HSA=11.4. (5) Drug 2: CCCCC(=O)OCC(=O)C1(CC(C2=C(C1)C(=C3C(=C2O)C(=O)C4=C(C3=O)C=CC=C4OC)O)OC5CC(C(C(O5)C)O)NC(=O)C(F)(F)F)O. Synergy scores: CSS=3.22, Synergy_ZIP=1.92, Synergy_Bliss=-3.85, Synergy_Loewe=-2.69, Synergy_HSA=-2.36. Cell line: OVCAR-4. Drug 1: C1CCC(CC1)NC(=O)N(CCCl)N=O. (6) Drug 1: C1=C(C(=O)NC(=O)N1)N(CCCl)CCCl. Drug 2: CC1=C(C(CCC1)(C)C)C=CC(=CC=CC(=CC(=O)O)C)C. Cell line: UACC-257. Synergy scores: CSS=-0.223, Synergy_ZIP=-3.12, Synergy_Bliss=-4.27, Synergy_Loewe=-6.68, Synergy_HSA=-6.13. (7) Drug 1: C1=NC2=C(N=C(N=C2N1C3C(C(C(O3)CO)O)F)Cl)N. Drug 2: CC1=C2C(C(=O)C3(C(CC4C(C3C(C(C2(C)C)(CC1OC(=O)C(C(C5=CC=CC=C5)NC(=O)OC(C)(C)C)O)O)OC(=O)C6=CC=CC=C6)(CO4)OC(=O)C)O)C)O. Cell line: BT-549. Synergy scores: CSS=18.5, Synergy_ZIP=-4.63, Synergy_Bliss=-1.16, Synergy_Loewe=0.302, Synergy_HSA=0.832. (8) Drug 1: C1=C(C(=O)NC(=O)N1)N(CCCl)CCCl. Drug 2: C1=CN(C(=O)N=C1N)C2C(C(C(O2)CO)O)O.Cl. Cell line: MDA-MB-231. Synergy scores: CSS=26.6, Synergy_ZIP=-11.1, Synergy_Bliss=-7.53, Synergy_Loewe=-2.39, Synergy_HSA=-1.29. (9) Drug 2: COC1=C2C(=CC3=C1OC=C3)C=CC(=O)O2. Drug 1: C1=NC2=C(N1)C(=S)N=C(N2)N. Synergy scores: CSS=29.0, Synergy_ZIP=-2.69, Synergy_Bliss=0.547, Synergy_Loewe=-13.1, Synergy_HSA=1.15. Cell line: A549.